Task: Predict the reactants needed to synthesize the given product.. Dataset: Full USPTO retrosynthesis dataset with 1.9M reactions from patents (1976-2016) (1) Given the product [Cl:27][C:28]1[CH:33]=[CH:32][CH:31]=[CH:30][C:29]=1[N:34]1[C:6]([C:8]2[N:9]=[C:10]3[C:16]4[CH:17]=[C:18]([C:21]([O:23][CH3:24])=[O:22])[CH:19]=[CH:20][C:15]=4[O:14][CH2:13][CH2:12][N:11]3[CH:25]=2)=[N:5][CH:4]=[N:35]1, predict the reactants needed to synthesize it. The reactants are: CN([CH:4]=[N:5][C:6]([C:8]1[N:9]=[C:10]2[C:16]3[CH:17]=[C:18]([C:21]([O:23][CH3:24])=[O:22])[CH:19]=[CH:20][C:15]=3[O:14][CH2:13][CH2:12][N:11]2[CH:25]=1)=O)C.Cl.[Cl:27][C:28]1[CH:33]=[CH:32][CH:31]=[CH:30][C:29]=1[NH:34][NH2:35]. (2) Given the product [F:12][C:13]1[CH:18]=[C:17]([C:19]2([OH:10])[CH2:24][CH2:23][C:44]3([O:46][CH2:49][CH2:48][O:47]3)[CH2:45][CH2:20]2)[CH:16]=[CH:15][CH:14]=1, predict the reactants needed to synthesize it. The reactants are: [Mg].[Na+].C1(S([O-])=[O:10])C=CC=CC=1.[F:12][C:13]1[CH:18]=[C:17]([CH:19]2[CH2:24][CH2:23]C(CCCCC)C[CH2:20]2)[CH:16]=[CH:15][C:14]=1C1CCC(C2CCC(O)CC2)CC1.Cl.[C:44]([O:47][CH2:48][CH3:49])(=[O:46])[CH3:45]. (3) Given the product [Cl:1][C:2]1[CH:3]=[CH:4][C:5]2[C:11]3[N:29]=[C:28]([NH:27][C:23]4[CH:24]=[CH:25][CH:26]=[C:21]([CH2:20][OH:19])[CH:22]=4)[N:30]=[CH:13][C:10]=3[CH2:9][C:8](=[O:17])[NH:7][C:6]=2[CH:18]=1, predict the reactants needed to synthesize it. The reactants are: [Cl:1][C:2]1[CH:3]=[CH:4][C:5]2[C:11](=O)[C:10](=[CH:13]N(C)C)[CH2:9][C:8](=[O:17])[NH:7][C:6]=2[CH:18]=1.[OH:19][CH2:20][C:21]1[CH:22]=[C:23]([NH:27][C:28]([NH2:30])=[NH:29])[CH:24]=[CH:25][CH:26]=1. (4) Given the product [Cl:1][C:2]1[CH:21]=[C:20]([Cl:22])[CH:19]=[CH:18][C:3]=1[O:4][CH2:5][C:6]([NH:8][C:9]1[CH:10]=[C:11]([CH:15]=[CH:16][CH:17]=1)[C:12]([NH:23][CH2:24][CH2:25][CH2:26][N:27]1[CH2:32][CH2:31][O:30][CH2:29][CH2:28]1)=[O:14])=[O:7], predict the reactants needed to synthesize it. The reactants are: [Cl:1][C:2]1[CH:21]=[C:20]([Cl:22])[CH:19]=[CH:18][C:3]=1[O:4][CH2:5][C:6]([NH:8][C:9]1[CH:10]=[C:11]([CH:15]=[CH:16][CH:17]=1)[C:12]([OH:14])=O)=[O:7].[NH2:23][CH2:24][CH2:25][CH2:26][N:27]1[CH2:32][CH2:31][O:30][CH2:29][CH2:28]1.C(Cl)CCl.C1C=CC2N(O)N=NC=2C=1.CCN(C(C)C)C(C)C. (5) Given the product [F:14][C:2]([F:1])([F:13])[C:3]1[S:7][CH:6]=[N:5][C:4]=1[C:8]([OH:10])=[O:9], predict the reactants needed to synthesize it. The reactants are: [F:1][C:2]([F:14])([F:13])[C:3]1[S:7][CH:6]=[N:5][C:4]=1[C:8]([O:10]CC)=[O:9].[OH-].[Na+]. (6) Given the product [OH2:4].[C:38]([OH:50])(=[O:49])[CH2:39][C:40]([CH2:45][C:46]([OH:48])=[O:47])([C:42]([OH:44])=[O:43])[OH:41].[CH3:1][N:2]([CH3:37])[C:3]([C@@H:5]1[CH2:10][C@@H:9]([NH:11][C:12]([C:14]2[S:15][C:16]3[CH2:17][N:18]([CH3:23])[CH2:19][CH2:20][C:21]=3[N:22]=2)=[O:13])[C@@H:8]([NH:24][C:25](=[S:36])[C:26]([NH:28][C:29]2[CH:34]=[CH:33][C:32]([F:35])=[CH:31][N:30]=2)=[O:27])[CH2:7][CH2:6]1)=[O:4], predict the reactants needed to synthesize it. The reactants are: [CH3:1][N:2]([CH3:37])[C:3]([C@@H:5]1[CH2:10][C@@H:9]([NH:11][C:12]([C:14]2[S:15][C:16]3[CH2:17][N:18]([CH3:23])[CH2:19][CH2:20][C:21]=3[N:22]=2)=[O:13])[C@@H:8]([NH:24][C:25](=[S:36])[C:26]([NH:28][C:29]2[CH:34]=[CH:33][C:32]([F:35])=[CH:31][N:30]=2)=[O:27])[CH2:7][CH2:6]1)=[O:4].[C:38]([OH:50])(=[O:49])[CH2:39][C:40]([CH2:45][C:46]([OH:48])=[O:47])([C:42]([OH:44])=[O:43])[OH:41]. (7) Given the product [CH3:1][O:2][C:3]1[C:4]([S:12][C:13]2[NH:14][C:15]3[CH:20]=[CH:19][N:18]=[C:17]([NH2:21])[C:16]=3[N:22]=2)=[CH:5][C:6]2[O:10][CH2:9][O:8][C:7]=2[CH:11]=1, predict the reactants needed to synthesize it. The reactants are: [CH3:1][O:2][C:3]1[C:4]([S:12][C:13]2[N:14](CC3C=CC(OC)=CC=3)[C:15]3[CH:20]=[CH:19][N:18]=[C:17]([NH2:21])[C:16]=3[N:22]=2)=[CH:5][C:6]2[O:10][CH2:9][O:8][C:7]=2[CH:11]=1.CC1C(SC2NC3C=CN=C(N)C=3N=2)=CC2OCOC=2C=1.